Dataset: Forward reaction prediction with 1.9M reactions from USPTO patents (1976-2016). Task: Predict the product of the given reaction. (1) Given the reactants C[Mg]Br.C([O:6][CH2:7][CH3:8])C.C(N(CC)CC)C.C(OC(=O)[C:20]1[C:21](=[CH:23][CH:24]=[CH:25][C:26]=1[CH3:27])[OH:22])C.[Cl-].[NH4+], predict the reaction product. The product is: [OH:22][C:21]1[CH:23]=[CH:24][CH:25]=[C:26]([CH3:27])[C:20]=1[C:7](=[O:6])[CH3:8]. (2) Given the reactants N.[Na].[CH2:3]([C@:6]1([CH2:32][CH:33]2[CH2:38][CH2:37][N:36]([C:39]([O:41][CH2:42][CH2:43][Si:44]([CH3:47])([CH3:46])[CH3:45])=[O:40])[CH2:35][CH2:34]2)[C:11](=[O:12])[O:10][C@H](C2C=CC=CC=2)[C@H](C2C=CC=CC=2)[N:7]1[C:25]([O:27][C:28]([CH3:31])([CH3:30])[CH3:29])=[O:26])[CH:4]=[CH2:5].[Cl-].[NH4+], predict the reaction product. The product is: [C:28]([O:27][C:25]([NH:7][C@@:6]([C:11]([OH:12])=[O:10])([CH2:3][CH:4]=[CH2:5])[CH2:32][CH:33]1[CH2:34][CH2:35][N:36]([C:39]([O:41][CH2:42][CH2:43][Si:44]([CH3:45])([CH3:47])[CH3:46])=[O:40])[CH2:37][CH2:38]1)=[O:26])([CH3:31])([CH3:29])[CH3:30]. (3) Given the reactants [CH2:1]1[CH:5]=[CH:4][CH:3]=[CH:2]1.[CH-:6]1[CH:10]=[CH:9][CH:8]=[CH:7]1.[Fe+2:11].[CH-]1C=CC=C1.[CH-]1C=CC=C1.[Fe+2], predict the reaction product. The product is: [CH-:1]1[CH:5]=[CH:4][CH:3]=[CH:2]1.[CH-:6]1[CH:10]=[CH:9][CH:8]=[CH:7]1.[Fe+2:11]. (4) Given the reactants [CH3:1][O:2][C:3]1[CH:4]=[C:5]2[C:10](=[CH:11][C:12]=1[O:13][CH3:14])[N:9]=[CH:8][CH:7]=[C:6]2[O:15][C:16]1[CH:17]=[C:18]2[C:23](=[CH:24][CH:25]=1)[C:22]([C:26](Cl)=[O:27])=[CH:21][CH:20]=[CH:19]2.NC1[O:34][N:33]=[C:32](C)[CH:31]=1.C([N:38](CC)CC)C.Cl[CH2:44][CH2:45]Cl, predict the reaction product. The product is: [CH3:1][O:2][C:3]1[CH:4]=[C:5]2[C:10](=[CH:11][C:12]=1[O:13][CH3:14])[N:9]=[CH:8][CH:7]=[C:6]2[O:15][C:16]1[CH:17]=[C:18]2[C:23](=[CH:24][CH:25]=1)[C:22]([C:26]([NH:38][C:32]1[CH:31]=[C:44]([CH3:45])[O:34][N:33]=1)=[O:27])=[CH:21][CH:20]=[CH:19]2. (5) Given the reactants O[C:2]1([C:8](O)=O)[CH2:7]CCCC1.CN(C(ON1N=N[C:21]2C=[CH:23][CH:24]=[N:25][C:20]1=2)=[N+](C)C)C.F[P-](F)(F)(F)(F)F.[CH3:35]N(C=O)C, predict the reaction product. The product is: [CH3:23][CH2:24][N:25]([CH:2]([CH3:7])[CH3:8])[CH:20]([CH3:21])[CH3:35]. (6) The product is: [CH3:18][C:19]1[CH:24]=[CH:23][C:22]([CH3:25])=[CH:21][C:20]=1[C:2]1[CH:11]=[C:10]2[C:5]([CH:6]=[C:7]([NH:12][C:13]([CH:15]3[CH2:17][CH2:16]3)=[O:14])[N:8]=[CH:9]2)=[CH:4][CH:3]=1. Given the reactants Br[C:2]1[CH:11]=[C:10]2[C:5]([CH:6]=[C:7]([NH:12][C:13]([CH:15]3[CH2:17][CH2:16]3)=[O:14])[N:8]=[CH:9]2)=[CH:4][CH:3]=1.[CH3:18][C:19]1[CH:24]=[CH:23][C:22]([CH3:25])=[CH:21][C:20]=1B(O)O.C(=O)([O-])[O-].[Na+].[Na+], predict the reaction product.